From a dataset of Full USPTO retrosynthesis dataset with 1.9M reactions from patents (1976-2016). Predict the reactants needed to synthesize the given product. (1) Given the product [N:2]1[CH:7]=[CH:6][CH:5]=[CH:4][C:3]=1[N:8]([CH2:33][CH2:34][C:35]([OH:37])=[O:36])[C:9]([C:11]1[CH:32]=[CH:31][C:14]2[N:15]([CH2:29][CH3:30])[C:16]([CH2:18][NH:19][C:20]3[CH:25]=[CH:24][C:23]([C:26](=[NH:27])[NH2:28])=[CH:22][CH:21]=3)=[N:17][C:13]=2[CH:12]=1)=[O:10], predict the reactants needed to synthesize it. The reactants are: Cl.[N:2]1[CH:7]=[CH:6][CH:5]=[CH:4][C:3]=1[N:8]([CH2:33][CH2:34][C:35]([O:37]CC)=[O:36])[C:9]([C:11]1[CH:32]=[CH:31][C:14]2[N:15]([CH2:29][CH3:30])[C:16]([CH2:18][NH:19][C:20]3[CH:25]=[CH:24][C:23]([C:26](=[NH:28])[NH2:27])=[CH:22][CH:21]=3)=[N:17][C:13]=2[CH:12]=1)=[O:10].[OH-].[Na+]. (2) Given the product [Br:1][C:2]1[CH:14]=[CH:13][C:12]2[C:11]3[C:6](=[CH:7][C:8]([Br:15])=[CH:9][CH:10]=3)[C:5]([CH2:13][CH2:14][CH2:2][CH2:3][CH2:4][CH2:12][CH2:11][CH3:10])([CH2:16][CH2:17][CH2:18][CH2:19][CH2:20][CH2:21][CH2:22][CH3:23])[C:4]=2[CH:3]=1, predict the reactants needed to synthesize it. The reactants are: [Br:1][C:2]1[CH:14]=[CH:13][C:12]2[C:11]3[C:6](=[CH:7][C:8]([Br:15])=[CH:9][CH:10]=3)[CH2:5][C:4]=2[CH:3]=1.[CH2:16](Br)[CH2:17][CH2:18][CH2:19][CH2:20][CH2:21][CH2:22][CH3:23]. (3) Given the product [F:9][C:6]1[CH:5]=[CH:4][C:3]([CH2:2][C:10]2[CH:11]=[C:12]([CH:17]=[CH:18][CH:19]=2)[C:13]([NH:15][CH3:16])=[O:14])=[CH:8][CH:7]=1, predict the reactants needed to synthesize it. The reactants are: O[CH:2]([C:10]1[CH:11]=[C:12]([CH:17]=[CH:18][CH:19]=1)[C:13]([NH:15][CH3:16])=[O:14])[C:3]1[CH:8]=[CH:7][C:6]([F:9])=[CH:5][CH:4]=1.[H][H]. (4) Given the product [Br:1][C:2]1[CH:8]=[CH:7][C:5]([N:6]2[CH2:30][CH2:29][C:28](=[O:31])[CH2:27][CH2:26]2)=[CH:4][C:3]=1[O:9][CH3:10], predict the reactants needed to synthesize it. The reactants are: [Br:1][C:2]1[CH:8]=[CH:7][C:5]([NH2:6])=[CH:4][C:3]=1[O:9][CH3:10].C(=O)([O-])[O-].[K+].[K+].[I-].C([N+]1(C)[CH2:30][CH2:29][C:28](=[O:31])[CH2:27][CH2:26]1)C1C=CC=CC=1. (5) Given the product [Si:12]([O:11][CH:8]1[CH2:9][CH2:10][N:5]([S:2](/[CH:1]=[CH:38]/[C:39]2[CH:40]=[N:41][CH:42]=[CH:43][CH:44]=2)(=[O:3])=[O:4])[CH2:6][CH2:7]1)([C:15]([CH3:18])([CH3:17])[CH3:16])([CH3:13])[CH3:14], predict the reactants needed to synthesize it. The reactants are: [CH3:1][S:2]([N:5]1[CH2:10][CH2:9][CH:8]([O:11][Si:12]([C:15]([CH3:18])([CH3:17])[CH3:16])([CH3:14])[CH3:13])[CH2:7][CH2:6]1)(=[O:4])=[O:3].[Li+].C[Si]([N-][Si](C)(C)C)(C)C.P(Cl)(OCC)(OCC)=O.[CH:38](=O)[C:39]1[CH:44]=[CH:43][CH:42]=[N:41][CH:40]=1.[Cl-].[NH4+]. (6) Given the product [CH3:1][CH:2]([CH3:17])[C:3]([C:5]1[CH:6]=[CH:7][C:8]([S:11][CH3:14])=[CH:9][CH:10]=1)=[O:4], predict the reactants needed to synthesize it. The reactants are: [CH3:1][C:2]1([CH3:17])[O:4][C:3]1(OC)[C:5]1[CH:10]=[CH:9][C:8]([S:11]([CH3:14])(=O)=O)=[CH:7][CH:6]=1.C1(COCC(O)=O)CC1. (7) Given the product [CH:19]12[CH2:23][CH:15]3[CH2:14][CH:21]([CH2:22][CH:17]([CH2:16]3)[CH:12]1[N:2]1[CH:3]=[C:4]([C:5]([O:7][CH2:8][CH3:9])=[O:6])[N:10]=[CH:11]1)[CH2:20]2, predict the reactants needed to synthesize it. The reactants are: C[N:2]([CH3:12])[CH:3]=[C:4]([N+:10]#[C-:11])[C:5]([O:7][CH2:8][CH3:9])=[O:6].N[CH:14]1[CH:21]2[CH2:22][CH:17]3C[CH:19]([CH2:23][CH:15]1[CH2:16]3)[CH2:20]2.C(O)CCC.